From a dataset of Forward reaction prediction with 1.9M reactions from USPTO patents (1976-2016). Predict the product of the given reaction. Given the reactants Cl.[CH2:2]1[C:14]2[C:13]3[CH:12]=[CH:11][CH:10]=[CH:9][C:8]=3[N:7]([CH2:15][C:16]([O:18][CH2:19][CH3:20])=[O:17])[C:6]=2[CH2:5][CH2:4][NH:3]1.CCN([CH:27]([CH3:29])[CH3:28])C(C)C.Cl, predict the reaction product. The product is: [CH2:19]([O:18][C:16]([N:3]1[CH2:4][CH2:5][C:6]2[N:7]([CH2:15][C:16]([O:18][CH2:19][CH3:20])=[O:17])[C:8]3[CH:9]=[CH:10][CH:11]=[CH:12][C:13]=3[C:14]=2[CH2:2]1)=[O:17])[C:28]1[CH:27]=[CH:29][CH:6]=[CH:5][CH:4]=1.